Dataset: Forward reaction prediction with 1.9M reactions from USPTO patents (1976-2016). Task: Predict the product of the given reaction. The product is: [F:15][CH:16]([F:37])[CH2:17][NH:18][C:19]([NH:21][C:22]1[CH:27]=[CH:26][C:25]([C:2]2[N:7]=[C:6]([N:8]3[CH2:13][CH2:12][O:11][CH2:10][C@@H:9]3[CH3:14])[CH:5]=[CH:4][N:3]=2)=[CH:24][CH:23]=1)=[O:20]. Given the reactants Cl[C:2]1[N:7]=[C:6]([N:8]2[CH2:13][CH2:12][O:11][CH2:10][C@@H:9]2[CH3:14])[CH:5]=[CH:4][N:3]=1.[F:15][CH:16]([F:37])[CH2:17][NH:18][C:19]([NH:21][C:22]1[CH:27]=[CH:26][C:25](B2OC(C)(C)C(C)(C)O2)=[CH:24][CH:23]=1)=[O:20], predict the reaction product.